This data is from Reaction yield outcomes from USPTO patents with 853,638 reactions. The task is: Predict the reaction yield, written as a fraction of the theoretical maximum amount of product (1.0 means a 100% yield; for example, 0.34 means a 34% yield). (1) The reactants are [CH2:1]([O:8][C:9]1[CH:14]=[N:13][NH:12][C:11](=[O:15])[CH:10]=1)[C:2]1[CH:7]=[CH:6][CH:5]=[CH:4][CH:3]=1.Br[C:17]1[CH:18]=[CH:19][C:20]2[C:21]3[CH2:30][N:29]([C:31]([O:33][C:34]([CH3:37])([CH3:36])[CH3:35])=[O:32])[CH2:28][CH2:27][C:22]=3[N:23]([CH3:26])[C:24]=2[CH:25]=1. No catalyst specified. The product is [CH2:1]([O:8][C:9]1[CH:14]=[N:13][N:12]([C:17]2[CH:18]=[CH:19][C:20]3[C:21]4[CH2:30][N:29]([C:31]([O:33][C:34]([CH3:37])([CH3:36])[CH3:35])=[O:32])[CH2:28][CH2:27][C:22]=4[N:23]([CH3:26])[C:24]=3[CH:25]=2)[C:11](=[O:15])[CH:10]=1)[C:2]1[CH:7]=[CH:6][CH:5]=[CH:4][CH:3]=1. The yield is 0.430. (2) The reactants are [NH:1]1[C:9]2[C:4](=[CH:5][C:6]([C:10]([OH:12])=[O:11])=[CH:7][CH:8]=2)[CH:3]=[CH:2]1.[N:13]([O-])=O.[Na+].Cl.[OH2:18]. No catalyst specified. The product is [CH:2]([C:3]1[C:4]2[C:9](=[CH:8][CH:7]=[C:6]([C:10]([OH:12])=[O:11])[CH:5]=2)[NH:1][N:13]=1)=[O:18]. The yield is 0.830. (3) The reactants are [CH2:1]([O:3][C:4]([C:6]1([NH:11][C:12]([CH:14]2[CH2:18][CH:17]([O:19][C:20]3[C:29]4[C:24](=[CH:25][C:26]([O:30][CH3:31])=[CH:27][CH:28]=4)[N:23]=[C:22]([C:32]4[CH:37]=[CH:36][CH:35]=[CH:34][CH:33]=4)[CH:21]=3)[CH2:16][N:15]2[C:38](=[O:52])[NH:39][CH:40]([C:48]([O:50][CH3:51])=[O:49])[CH2:41][CH2:42][CH2:43][CH2:44][CH2:45]C=C)=[O:13])[CH2:8][CH:7]1[CH:9]=[CH2:10])=[O:5])[CH3:2]. The catalyst is ClCCl. The product is [CH3:51][O:50][C:48]([CH:40]1[NH:39][C:38](=[O:52])[N:15]2[CH:14]([CH2:18][CH:17]([O:19][C:20]3[C:29]4[C:24](=[CH:25][C:26]([O:30][CH3:31])=[CH:27][CH:28]=4)[N:23]=[C:22]([C:32]4[CH:37]=[CH:36][CH:35]=[CH:34][CH:33]=4)[CH:21]=3)[CH2:16]2)[C:12](=[O:13])[NH:11][C:6]2([C:4]([O:3][CH2:1][CH3:2])=[O:5])[CH:7]([CH2:8]2)[CH:9]=[CH:10][CH2:45][CH2:44][CH2:43][CH2:42][CH2:41]1)=[O:49]. The yield is 0.730. (4) The reactants are Cl[C:2]1[CH:3]=[CH:4][C:5]([N+:14]([O-:16])=[O:15])=[C:6]([N:8]2[CH2:13][CH2:12][CH2:11][CH2:10][CH2:9]2)[CH:7]=1.[CH3:17][N:18]1[CH2:23][CH2:22][NH:21][CH2:20][CH2:19]1. The catalyst is O. The product is [CH3:17][N:18]1[CH2:23][CH2:22][N:21]([C:2]2[CH:3]=[CH:4][C:5]([N+:14]([O-:16])=[O:15])=[C:6]([N:8]3[CH2:13][CH2:12][CH2:11][CH2:10][CH2:9]3)[CH:7]=2)[CH2:20][CH2:19]1. The yield is 0.990. (5) The reactants are [C:1]1([CH:7]([C:35]2[CH:40]=[CH:39][CH:38]=[CH:37][CH:36]=2)[N:8]2[C:16]3[C:11](=[CH:12][CH:13]=[CH:14][CH:15]=3)[C:10]3([C:20]4[CH:21]=[C:22](B5OC(C)(C)C(C)(C)O5)[CH:23]=[CH:24][C:19]=4[O:18][CH2:17]3)[C:9]2=O)[CH:6]=[CH:5][CH:4]=[CH:3][CH:2]=1.[OH:41]O.[OH-].[Na+]. The catalyst is CO. The product is [C:1]1([CH:7]([C:35]2[CH:36]=[CH:37][CH:38]=[CH:39][CH:40]=2)[N:8]2[C:16]3[C:11](=[CH:12][CH:13]=[CH:14][CH:15]=3)[C:10]3([C:20]4[CH:21]=[C:22]([OH:41])[CH:23]=[CH:24][C:19]=4[O:18][CH2:17]3)[CH2:9]2)[CH:2]=[CH:3][CH:4]=[CH:5][CH:6]=1. The yield is 0.900.